From a dataset of NCI-60 drug combinations with 297,098 pairs across 59 cell lines. Regression. Given two drug SMILES strings and cell line genomic features, predict the synergy score measuring deviation from expected non-interaction effect. Drug 1: CC1CCC2CC(C(=CC=CC=CC(CC(C(=O)C(C(C(=CC(C(=O)CC(OC(=O)C3CCCCN3C(=O)C(=O)C1(O2)O)C(C)CC4CCC(C(C4)OC)OCCO)C)C)O)OC)C)C)C)OC. Drug 2: C(CCl)NC(=O)N(CCCl)N=O. Cell line: MDA-MB-231. Synergy scores: CSS=19.8, Synergy_ZIP=-8.07, Synergy_Bliss=-3.94, Synergy_Loewe=-13.8, Synergy_HSA=-0.335.